This data is from NCI-60 drug combinations with 297,098 pairs across 59 cell lines. The task is: Regression. Given two drug SMILES strings and cell line genomic features, predict the synergy score measuring deviation from expected non-interaction effect. (1) Drug 1: COC1=NC(=NC2=C1N=CN2C3C(C(C(O3)CO)O)O)N. Drug 2: CC1=C(C(=O)C2=C(C1=O)N3CC4C(C3(C2COC(=O)N)OC)N4)N. Cell line: UO-31. Synergy scores: CSS=-6.59, Synergy_ZIP=1.23, Synergy_Bliss=0.835, Synergy_Loewe=-19.5, Synergy_HSA=-4.81. (2) Drug 1: CN1CCC(CC1)COC2=C(C=C3C(=C2)N=CN=C3NC4=C(C=C(C=C4)Br)F)OC. Drug 2: C1CCC(CC1)NC(=O)N(CCCl)N=O. Cell line: EKVX. Synergy scores: CSS=26.6, Synergy_ZIP=-0.164, Synergy_Bliss=3.70, Synergy_Loewe=-24.4, Synergy_HSA=6.06.